The task is: Predict the product of the given reaction.. This data is from Forward reaction prediction with 1.9M reactions from USPTO patents (1976-2016). (1) Given the reactants [ClH:1].C(OCC)C.[CH3:7][O:8][N:9]([C:13]1[N:18]=[C:17]([NH:19][CH2:20][CH2:21][CH3:22])[N:16]=[C:15]([NH:23][CH2:24][C:25]#[CH:26])[N:14]=1)[CH2:10][C:11]#[CH:12], predict the reaction product. The product is: [ClH:1].[CH3:7][O:8][N:9]([C:13]1[N:18]=[C:17]([NH:19][CH2:20][CH2:21][CH3:22])[N:16]=[C:15]([NH:23][CH2:24][C:25]#[CH:26])[N:14]=1)[CH2:10][C:11]#[CH:12]. (2) The product is: [C:1]1([C:7]2[O:11][C:10]([C:12]([OH:19])=[O:13])=[CH:9][CH:8]=2)[CH:2]=[CH:3][CH:4]=[CH:5][CH:6]=1. Given the reactants [C:1]1([C:7]2[O:11][C:10]([CH:12]=[O:13])=[CH:9][CH:8]=2)[CH:6]=[CH:5][CH:4]=[CH:3][CH:2]=1.CC(=CC)C.[OH:19]P([O-])(O)=O.[K+].[O-]Cl=O.[Na+], predict the reaction product. (3) Given the reactants Cl.CO.C([O:6][CH:7](OCC)[C:8]1[CH:13]=[CH:12][C:11]([CH2:14][N:15]([CH3:17])[CH3:16])=[CH:10][CH:9]=1)C, predict the reaction product. The product is: [CH3:17][N:15]([CH2:14][C:11]1[CH:10]=[CH:9][C:8]([CH:7]=[O:6])=[CH:13][CH:12]=1)[CH3:16].